From a dataset of CYP3A4 inhibition data for predicting drug metabolism from PubChem BioAssay. Regression/Classification. Given a drug SMILES string, predict its absorption, distribution, metabolism, or excretion properties. Task type varies by dataset: regression for continuous measurements (e.g., permeability, clearance, half-life) or binary classification for categorical outcomes (e.g., BBB penetration, CYP inhibition). Dataset: cyp3a4_veith. (1) The compound is CCNC(=S)NNC(=O)CCn1c2ccccc2c2ccccc21. The result is 1 (inhibitor). (2) The compound is COc1cc(C)ccc1OCCCOc1ccccc1Br. The result is 0 (non-inhibitor). (3) The result is 0 (non-inhibitor). The drug is CS(=O)(=O)O.N=C(N)SCCc1ccncc1. (4) The result is 0 (non-inhibitor). The drug is CC(C)OC(=O)CC12CN(C)CC(CC(=O)OC(C)C)(CN(C)C1)C2=O. (5) The compound is O=C(O)[C@H]1[C@@H]2C=C[C@H](O2)[C@@H]1C(=O)NCc1ccccn1. The result is 0 (non-inhibitor). (6) The drug is CCOC(=O)N/N=C1/C[C@@H](O)[C@@H](O)[C@H]2[C@@H]1CC[C@@H]1C(=O)N([C@@H](C)c3ccccc3)C(=O)[C@H]12. The result is 0 (non-inhibitor).